From a dataset of Acute oral toxicity (LD50) regression data from Zhu et al.. Regression/Classification. Given a drug SMILES string, predict its toxicity properties. Task type varies by dataset: regression for continuous values (e.g., LD50, hERG inhibition percentage) or binary classification for toxic/non-toxic outcomes (e.g., AMES mutagenicity, cardiotoxicity, hepatotoxicity). Dataset: ld50_zhu. (1) The molecule is c1ccncc1. The rat oral LD50 is 1.95, given as -log10 of the dose in mol/kg body weight (higher means more acutely toxic). (2) The molecule is FC(Cl)(C(Cl)(Cl)Cl)C(Cl)(Cl)Cl. The rat oral LD50 is 2.78, given as -log10 of the dose in mol/kg body weight (higher means more acutely toxic). (3) The molecule is CN(SSC(C)(C)C)C(=O)ON=C1SC(C)(C)C(=O)N1C. The rat oral LD50 is 3.07, given as -log10 of the dose in mol/kg body weight (higher means more acutely toxic).